Task: Predict the reactants needed to synthesize the given product.. Dataset: Full USPTO retrosynthesis dataset with 1.9M reactions from patents (1976-2016) (1) Given the product [F:31][C:22]([F:21])([F:30])[C:23]1[CH:24]=[C:25]([S:29][C@@H:6]2[CH2:7][CH2:8][C@H:9]([CH2:12][NH:13][C:14](=[O:15])[O:16][C:17]([CH3:18])([CH3:19])[CH3:20])[CH2:10][CH2:11]2)[CH:26]=[CH:27][CH:28]=1, predict the reactants needed to synthesize it. The reactants are: CS(O[C@H:6]1[CH2:11][CH2:10][C@H:9]([CH2:12][NH:13][C:14]([O:16][C:17]([CH3:20])([CH3:19])[CH3:18])=[O:15])[CH2:8][CH2:7]1)(=O)=O.[F:21][C:22]([F:31])([F:30])[C:23]1[CH:24]=[C:25]([SH:29])[CH:26]=[CH:27][CH:28]=1.C([O-])([O-])=O.[K+].[K+]. (2) The reactants are: C([O:8][C:9]1[C:14]([N+:15]([O-:17])=[O:16])=[C:13]([C:18]2[CH:23]=[CH:22][C:21]([O:24][CH:25]([F:27])[F:26])=[CH:20][C:19]=2[Cl:28])[CH:12]=[CH:11][N:10]=1)C1C=CC=CC=1. Given the product [Cl:28][C:19]1[CH:20]=[C:21]([O:24][CH:25]([F:27])[F:26])[CH:22]=[CH:23][C:18]=1[C:13]1[CH:14]([N+:15]([O-:17])=[O:16])[C:9](=[O:8])[N:10]=[CH:11][CH:12]=1, predict the reactants needed to synthesize it. (3) Given the product [CH:1]([C:4]1[CH:10]=[CH:9][C:7](/[N:8]=[CH:17]/[C:16]2[CH:15]=[CH:14][C:13]([C:12]([F:11])([F:21])[F:22])=[CH:20][CH:19]=2)=[CH:6][CH:5]=1)([CH3:3])[CH3:2], predict the reactants needed to synthesize it. The reactants are: [CH:1]([C:4]1[CH:10]=[CH:9][C:7]([NH2:8])=[CH:6][CH:5]=1)([CH3:3])[CH3:2].[F:11][C:12]([F:22])([F:21])[C:13]1[CH:20]=[CH:19][C:16]([CH:17]=O)=[CH:15][CH:14]=1.C(Cl)Cl. (4) Given the product [N:1]([CH2:4][C@@H:5]([C:14]1[CH:23]=[CH:22][C:21]([O:24][CH2:25][C:26]2[CH:27]=[CH:28][CH:29]=[CH:30][CH:31]=2)=[C:20]([CH2:51][O:52][Si:53]([C:56]([CH3:59])([CH3:58])[CH3:57])([CH3:55])[CH3:54])[CH:15]=1)[OH:6])=[N+:2]=[N-:3], predict the reactants needed to synthesize it. The reactants are: [N:1]([CH2:4][C@@H:5]([C:14]1[CH:23]=[CH:22][C:21]([O:24][CH2:25][C:26]2[CH:31]=[CH:30][CH:29]=[CH:28][CH:27]=2)=[C:20]2[C:15]=1C=CC(=O)N2)[O:6][Si](C(C)(C)C)(C)C)=[N+:2]=[N-:3].C(OC1C=CC([C@@H](O)CBr)=CC=1[CH2:51][O:52][Si:53]([C:56]([CH3:59])([CH3:58])[CH3:57])([CH3:55])[CH3:54])C1C=CC=CC=1.